This data is from Forward reaction prediction with 1.9M reactions from USPTO patents (1976-2016). The task is: Predict the product of the given reaction. (1) The product is: [Cl:1][C:2]1[CH:3]=[CH:4][C:5]2[N:6]([CH:8]=[C:9]([CH2:11][N:26]3[CH2:27][CH2:28][CH:23]([C:21]([O:20][CH3:19])=[O:22])[CH2:24][CH2:25]3)[N:10]=2)[N:7]=1. Given the reactants [Cl:1][C:2]1[CH:3]=[CH:4][C:5]2[N:6]([CH:8]=[C:9]([CH2:11]Cl)[N:10]=2)[N:7]=1.C(=O)([O-])[O-].[Na+].[Na+].[CH3:19][O:20][C:21]([CH:23]1[CH2:28][CH2:27][NH:26][CH2:25][CH2:24]1)=[O:22], predict the reaction product. (2) Given the reactants Cl.[NH:2]1[CH2:7][CH2:6][C:5](=[O:8])[CH2:4][CH2:3]1.C(N(CC)CC)C.Cl[C:17]([O:19][CH2:20][C:21]1[CH:26]=[CH:25][CH:24]=[CH:23][CH:22]=1)=[O:18], predict the reaction product. The product is: [O:8]=[C:5]1[CH2:6][CH2:7][N:2]([C:17]([O:19][CH2:20][C:21]2[CH:26]=[CH:25][CH:24]=[CH:23][CH:22]=2)=[O:18])[CH2:3][CH2:4]1. (3) The product is: [Br:1][C:2]1[CH:3]=[N:4][C:5]2[N:6]([N:8]=[C:9]([C:11]([N:13]3[CH2:18][CH2:17][C:16]4[O:25][C:20]([CH3:19])=[N:21][C:15]=4[CH:14]3[CH3:22])=[O:12])[CH:10]=2)[CH:7]=1. Given the reactants [Br:1][C:2]1[CH:3]=[N:4][C:5]2[N:6]([N:8]=[C:9]([C:11]([N:13]3[CH2:18][CH2:17][C:16]4[CH:19]=[CH:20][NH:21][C:15]=4[CH:14]3[CH3:22])=[O:12])[CH:10]=2)[CH:7]=1.CC1[O:25]C2CCNC(C)C=2N=1, predict the reaction product. (4) Given the reactants Cl[C:2]1[C:11]2[C:6](=[CH:7][C:8]([F:12])=[CH:9][CH:10]=2)[N:5]=[C:4]([C:13]2[CH:18]=[CH:17][CH:16]=[CH:15][N:14]=2)[C:3]=1[CH3:19].O.CC[O:23]C(C)=O, predict the reaction product. The product is: [F:12][C:8]1[CH:7]=[C:6]2[C:11]([C:2]([OH:23])=[C:3]([CH3:19])[C:4]([C:13]3[CH:18]=[CH:17][CH:16]=[CH:15][N:14]=3)=[N:5]2)=[CH:10][CH:9]=1. (5) Given the reactants [Cl:1][CH2:2][CH:3]=[N:4][OH:5].S(=O)(=O)(O)O.[CH2:11]=[C:12]([CH3:14])[CH3:13].C(=O)([O-])O.[Na+], predict the reaction product. The product is: [C:12]([O:5][N:4]=[CH:3][CH2:2][Cl:1])([CH3:14])([CH3:13])[CH3:11]. (6) Given the reactants CO[C:3]([C:5]1[S:6][C:7]([C:15]2([OH:21])[CH2:19][CH2:18][O:17][CH:16]2[CH3:20])=[CH:8][C:9]=1[N:10]=[CH:11][N:12]([CH3:14])C)=[O:4].[CH3:22][N:23]1[CH2:29][CH2:28][CH2:27][N:26]([C:30]2[CH:35]=[CH:34]C(N)=[CH:32][CH:31]=2)[CH2:25][CH2:24]1, predict the reaction product. The product is: [OH:21][C:15]1([C:7]2[S:6][C:5]3[C:3](=[O:4])[N:12]([C:14]4[CH:34]=[CH:35][C:30]([N:26]5[CH2:27][CH2:28][CH2:29][N:23]([CH3:22])[CH2:24][CH2:25]5)=[CH:31][CH:32]=4)[CH:11]=[N:10][C:9]=3[CH:8]=2)[CH2:19][CH2:18][O:17][CH:16]1[CH3:20].